Dataset: Full USPTO retrosynthesis dataset with 1.9M reactions from patents (1976-2016). Task: Predict the reactants needed to synthesize the given product. (1) Given the product [CH2:35]([O:34][C:32]([N:31]1[CH:26]2[CH2:27][CH2:28][CH:29]1[CH2:30][CH:24]([N:1]1[CH2:2][CH2:3][C:4]3([C:15]4[C:10](=[CH:11][CH:12]=[CH:13][CH:14]=4)[CH2:9][N:8]([C:16]([O:18][C:19]([CH3:22])([CH3:21])[CH3:20])=[O:17])[CH2:7]3)[CH2:5][CH2:6]1)[CH2:25]2)=[O:33])[CH3:36], predict the reactants needed to synthesize it. The reactants are: [NH:1]1[CH2:6][CH2:5][C:4]2([C:15]3[C:10](=[CH:11][CH:12]=[CH:13][CH:14]=3)[CH2:9][N:8]([C:16]([O:18][C:19]([CH3:22])([CH3:21])[CH3:20])=[O:17])[CH2:7]2)[CH2:3][CH2:2]1.O=[C:24]1[CH2:30][CH:29]2[N:31]([C:32]([O:34][CH2:35][CH3:36])=[O:33])[CH:26]([CH2:27][CH2:28]2)[CH2:25]1.C(N(CC)CC)C.[BH4-].[Na+].[OH-].[Na+]. (2) Given the product [O:4]1[C:12]2[CH:11]=[CH:10][N:9]=[C:8]([N:13]3[CH2:18][CH2:17][N:16]([CH2:19][CH2:20][C@H:21]4[CH2:26][CH2:25][C@H:24]([NH:27][C:32](=[O:33])[CH2:31][CH2:30][C:29]([F:36])([F:35])[F:28])[CH2:23][CH2:22]4)[CH2:15][CH2:14]3)[C:7]=2[CH2:6][CH2:5]1, predict the reactants needed to synthesize it. The reactants are: Cl.Cl.Cl.[O:4]1[C:12]2[CH:11]=[CH:10][N:9]=[C:8]([N:13]3[CH2:18][CH2:17][N:16]([CH2:19][CH2:20][C@H:21]4[CH2:26][CH2:25][C@H:24]([NH2:27])[CH2:23][CH2:22]4)[CH2:15][CH2:14]3)[C:7]=2[CH2:6][CH2:5]1.[F:28][C:29]([F:36])([F:35])[CH2:30][CH2:31][C:32](O)=[O:33]. (3) Given the product [ClH:21].[CH:1]([N:4]([CH:8]1[CH2:9][CH2:10][NH:11][CH2:12][CH2:13]1)[C:5](=[O:7])[CH3:6])([CH3:3])[CH3:2], predict the reactants needed to synthesize it. The reactants are: [CH:1]([N:4]([CH:8]1[CH2:13][CH2:12][N:11](C(OC(C)(C)C)=O)[CH2:10][CH2:9]1)[C:5](=[O:7])[CH3:6])([CH3:3])[CH3:2].[ClH:21]. (4) Given the product [CH2:12]([N:19]1[CH2:24][CH2:23][CH:22]([C:25](=[O:26])[CH2:1][C:2]2[CH:7]=[CH:6][CH:5]=[CH:4][C:3]=2[O:8][CH3:9])[CH2:21][CH2:20]1)[C:13]1[CH:18]=[CH:17][CH:16]=[CH:15][CH:14]=1, predict the reactants needed to synthesize it. The reactants are: [CH:1](=O)[C:2]1[C:3]([O:8][CH3:9])=[CH:4][CH:5]=[CH:6][CH:7]=1.[K].[CH2:12]([N:19]1[CH2:24][CH2:23][CH:22]([CH:25]=[O:26])[CH2:21][CH2:20]1)[C:13]1[CH:18]=[CH:17][CH:16]=[CH:15][CH:14]=1.O. (5) Given the product [ClH:32].[Cl:32][C:15]1[CH:16]=[CH:17][C:18]2[C:22]([S:23]([C:26]3[CH:27]=[CH:28][CH:29]=[CH:30][CH:31]=3)(=[O:25])=[O:24])=[CH:21][S:20][C:19]=2[C:14]=1[N:11]1[CH2:10][CH2:9][NH:8][CH2:13][CH2:12]1, predict the reactants needed to synthesize it. The reactants are: C(OC([N:8]1[CH2:13][CH2:12][N:11]([C:14]2[C:19]3[S:20][CH:21]=[C:22]([S:23]([C:26]4[CH:31]=[CH:30][CH:29]=[CH:28][CH:27]=4)(=[O:25])=[O:24])[C:18]=3[CH:17]=[CH:16][C:15]=2[Cl:32])[CH2:10][CH2:9]1)=O)(C)(C)C.Cl. (6) Given the product [F:12][C:13]1[CH:14]=[C:15]([CH:18]=[CH:19][C:20]=1[O:21][C:22]1[CH:23]=[CH:24][CH:25]=[CH:26][CH:27]=1)[CH2:16][NH2:17], predict the reactants needed to synthesize it. The reactants are: [H-].[Al+3].[Li+].[H-].[H-].[H-].C1COCC1.[F:12][C:13]1[CH:14]=[C:15]([CH:18]=[CH:19][C:20]=1[O:21][C:22]1[CH:27]=[CH:26][CH:25]=[CH:24][CH:23]=1)[C:16]#[N:17].[OH-].[Na+].